Dataset: Full USPTO retrosynthesis dataset with 1.9M reactions from patents (1976-2016). Task: Predict the reactants needed to synthesize the given product. (1) The reactants are: C[O:2][C:3](=[O:33])[CH2:4][N:5]1[C:13]2[C:8](=[CH:9][C:10]([F:14])=[CH:11][CH:12]=2)[C:7]([CH2:15][C:16]2[CH:21]=[CH:20][N:19]=[CH:18][C:17]=2[S:22]([C:25]2[CH:30]=[CH:29][C:28]([F:31])=[CH:27][CH:26]=2)(=[O:24])=[O:23])=[C:6]1[CH3:32].[OH-].[Na+].Cl. Given the product [F:14][C:10]1[CH:9]=[C:8]2[C:13](=[CH:12][CH:11]=1)[N:5]([CH2:4][C:3]([OH:33])=[O:2])[C:6]([CH3:32])=[C:7]2[CH2:15][C:16]1[CH:21]=[CH:20][N:19]=[CH:18][C:17]=1[S:22]([C:25]1[CH:26]=[CH:27][C:28]([F:31])=[CH:29][CH:30]=1)(=[O:24])=[O:23], predict the reactants needed to synthesize it. (2) Given the product [N:15]1[CH:20]=[CH:19][CH:18]=[CH:17][C:16]=1[N:21]([CH:22]([OH:31])[CH3:23])[CH:7]([C:8]1[CH:13]=[CH:12][CH:11]=[CH:10][CH:9]=1)[C:1]1[CH:6]=[CH:5][CH:4]=[CH:3][CH:2]=1, predict the reactants needed to synthesize it. The reactants are: [C:1]1([CH:7](Br)[C:8]2[CH:13]=[CH:12][CH:11]=[CH:10][CH:9]=2)[CH:6]=[CH:5][CH:4]=[CH:3][CH:2]=1.[N:15]1[CH:20]=[CH:19][CH:18]=[CH:17][C:16]=1[NH:21][CH2:22][CH2:23]O.CN1C=CN=C1.[O:31]1CCCC1. (3) Given the product [CH3:5][C:3](/[CH:1]=[CH:2]/[CH:2]=[C:1]=[CH:3]/[CH:5]=[CH:8]/[C:7]([OH:9])=[O:10])=[O:4], predict the reactants needed to synthesize it. The reactants are: [CH2:1]([C:3]([CH3:5])=[O:4])[CH3:2].C[CH:7]([OH:9])[CH3:8].[OH2:10].N. (4) Given the product [CH3:16][S:17]([N:5]1[C:6]2[C:11](=[CH:10][CH:9]=[C:8]([N+:12]([O-:14])=[O:13])[CH:7]=2)[C:3]([CH3:15])([CH3:2])[CH2:4]1)(=[O:19])=[O:18], predict the reactants needed to synthesize it. The reactants are: Cl.[CH3:2][C:3]1([CH3:15])[C:11]2[C:6](=[CH:7][C:8]([N+:12]([O-:14])=[O:13])=[CH:9][CH:10]=2)[NH:5][CH2:4]1.[CH3:16][S:17](Cl)(=[O:19])=[O:18].O. (5) The reactants are: [C:1]([O:5][C:6]([N:8]1[CH2:13][CH2:12][C:11]([CH2:24][C:25]2[CH:30]=[CH:29][C:28]([C:31]([O:33][CH3:34])=[O:32])=[CH:27][CH:26]=2)([C:14]([O:16]CC2C=CC=CC=2)=[O:15])[CH2:10][CH2:9]1)=[O:7])([CH3:4])([CH3:3])[CH3:2].[H][H]. Given the product [C:1]([O:5][C:6]([N:8]1[CH2:9][CH2:10][C:11]([CH2:24][C:25]2[CH:30]=[CH:29][C:28]([C:31]([O:33][CH3:34])=[O:32])=[CH:27][CH:26]=2)([C:14]([OH:16])=[O:15])[CH2:12][CH2:13]1)=[O:7])([CH3:3])([CH3:4])[CH3:2], predict the reactants needed to synthesize it. (6) Given the product [Br:1][C:2]1[C:3]([Cl:21])=[C:4]([CH:17]=[C:18]([Cl:20])[CH:19]=1)[O:5][C:6]1[C:12]([Cl:13])=[CH:11][CH:10]=[C:8]([NH2:9])[C:7]=1[NH2:14], predict the reactants needed to synthesize it. The reactants are: [Br:1][C:2]1[C:3]([Cl:21])=[C:4]([CH:17]=[C:18]([Cl:20])[CH:19]=1)[O:5][C:6]1[C:7]([N+:14]([O-])=O)=[C:8]([CH:10]=[CH:11][C:12]=1[Cl:13])[NH2:9].O.O.[Sn](Cl)Cl.N#N. (7) Given the product [N:12]([C:11]1[S:10][C:9]2[CH2:23][CH2:24][CH2:25][CH2:26][C:8]=2[C:7]=1[C:5]1[O:4][N:3]=[C:2]([CH3:1])[N:6]=1)=[C:13]=[O:14], predict the reactants needed to synthesize it. The reactants are: [CH3:1][C:2]1[N:6]=[C:5]([C:7]2[C:8]3[CH2:26][CH2:25][CH2:24][CH2:23][C:9]=3[S:10][C:11]=2[NH:12][C:13](C2CCCC=2C(O)=O)=[O:14])[O:4][N:3]=1.C(=O)(OC(Cl)(Cl)Cl)OC(Cl)(Cl)Cl. (8) Given the product [NH2:21][C:19]1[S:20][C:3]2[C:2]([NH:22][C:23]([CH3:27])([CH3:26])[CH2:24][OH:25])=[N:7][C:6]([S:8][CH2:9][C:10]3[CH:15]=[CH:14][CH:13]=[C:12]([F:16])[C:11]=3[F:17])=[N:5][C:4]=2[N:18]=1, predict the reactants needed to synthesize it. The reactants are: Cl[C:2]1[C:3]2[S:20][C:19]([NH2:21])=[N:18][C:4]=2[N:5]=[C:6]([S:8][CH2:9][C:10]2[CH:15]=[CH:14][CH:13]=[C:12]([F:16])[C:11]=2[F:17])[N:7]=1.[NH2:22][C:23]([CH3:27])([CH3:26])[CH2:24][OH:25].